From a dataset of Full USPTO retrosynthesis dataset with 1.9M reactions from patents (1976-2016). Predict the reactants needed to synthesize the given product. (1) Given the product [S:20]([OH:23])([OH:22])(=[O:21])=[O:19].[CH:1]1([NH:4][C:5]2[N:10]=[C:9]([NH:11][CH2:12][CH2:13][CH3:14])[N:8]=[C:7]([NH:15][CH2:16][C:17]#[CH:18])[N:6]=2)[CH2:3][CH2:2]1.[CH:1]1([NH:4][C:5]2[N:10]=[C:9]([NH:11][CH2:12][CH2:13][CH3:14])[N:8]=[C:7]([NH:15][CH2:16][C:17]#[CH:18])[N:6]=2)[CH2:3][CH2:2]1, predict the reactants needed to synthesize it. The reactants are: [CH:1]1([NH:4][C:5]2[N:10]=[C:9]([NH:11][CH2:12][CH2:13][CH3:14])[N:8]=[C:7]([NH:15][CH2:16][C:17]#[CH:18])[N:6]=2)[CH2:3][CH2:2]1.[OH:19][S:20]([OH:23])(=[O:22])=[O:21].S(O)(O)(=O)=O.CN(C)C1N=C(NCCC)N=C(NCC#C)N=1.CN(C)C1N=C(NCCC)N=C(NCC#C)N=1. (2) The reactants are: [NH2:1][C:2]1[CH:7]=[CH:6][C:5]([C:8]2[S:9][C:10]3[CH:16]=[CH:15][CH:14]=[CH:13][C:11]=3[N:12]=2)=[CH:4][CH:3]=1.[C:17]1([CH3:27])[CH:22]=[CH:21][C:20]([S:23](Cl)(=[O:25])=[O:24])=[CH:19][CH:18]=1.O. Given the product [S:9]1[C:10]2[CH:16]=[CH:15][CH:14]=[CH:13][C:11]=2[N:12]=[C:8]1[C:5]1[CH:4]=[CH:3][C:2]([NH:1][S:23]([C:20]2[CH:21]=[CH:22][C:17]([CH3:27])=[CH:18][CH:19]=2)(=[O:25])=[O:24])=[CH:7][CH:6]=1, predict the reactants needed to synthesize it. (3) Given the product [Cl:1][C:2]1[C:3]([NH:23][C:24]2[CH:28]=[C:27]([CH3:29])[NH:26][N:25]=2)=[N:4][C:5]([NH:8][C:9]2[C:10]([CH3:22])=[CH:11][C:12]([C@@H:16]3[CH2:21][CH2:20][CH2:19][N:18]([CH2:31][C:32]([NH:34][CH3:35])=[O:33])[CH2:17]3)=[C:13]([CH3:15])[CH:14]=2)=[N:6][CH:7]=1, predict the reactants needed to synthesize it. The reactants are: [Cl:1][C:2]1[C:3]([NH:23][C:24]2[CH:28]=[C:27]([CH3:29])[NH:26][N:25]=2)=[N:4][C:5]([NH:8][C:9]2[CH:14]=[C:13]([CH3:15])[C:12]([CH:16]3[CH2:21][CH2:20][CH2:19][NH:18][CH2:17]3)=[CH:11][C:10]=2[CH3:22])=[N:6][CH:7]=1.Br[CH2:31][C:32]([NH:34][CH3:35])=[O:33]. (4) Given the product [CH3:16][N:14]1[CH:15]=[C:11]([C:9]2[S:10][C:3]3[C:2]([C:26]4[CH2:31][CH2:30][N:29]([C:32]([O:34][C:35]([CH3:38])([CH3:37])[CH3:36])=[O:33])[CH2:28][CH:27]=4)=[N:7][CH:6]=[N:5][C:4]=3[CH:8]=2)[C:12]([CH3:17])=[N:13]1, predict the reactants needed to synthesize it. The reactants are: Cl[C:2]1[C:3]2[S:10][C:9]([C:11]3[C:12]([CH3:17])=[N:13][N:14]([CH3:16])[CH:15]=3)=[CH:8][C:4]=2[N:5]=[CH:6][N:7]=1.CC1(C)C(C)(C)OB([C:26]2[CH2:27][CH2:28][N:29]([C:32]([O:34][C:35]([CH3:38])([CH3:37])[CH3:36])=[O:33])[CH2:30][CH:31]=2)O1.C(=O)([O-])[O-].[K+].[K+].